This data is from Catalyst prediction with 721,799 reactions and 888 catalyst types from USPTO. The task is: Predict which catalyst facilitates the given reaction. (1) Reactant: [Si]([O:8][C:9]1[S:17][C:16]2[CH2:15][CH2:14][N:13]([CH:18]([C:26]([CH:28]3[CH2:30][CH2:29]3)=[O:27])[C:19]3[CH:24]=[CH:23][CH:22]=[CH:21][C:20]=3[F:25])[CH2:12][C:11]=2[CH:10]=1)(C(C)(C)C)(C)C.C(N(CC)CC)C.[C:38](OC(=O)C)(=[O:40])[CH3:39]. Product: [CH3:39][C:38]([O:8][C:9]1[S:17][C:16]2[CH2:15][CH2:14][N:13]([CH:18]([C:26]([CH:28]3[CH2:30][CH2:29]3)=[O:27])[C:19]3[CH:24]=[CH:23][CH:22]=[CH:21][C:20]=3[F:25])[CH2:12][C:11]=2[CH:10]=1)=[O:40]. The catalyst class is: 777. (2) Reactant: C([O:3][C:4]([CH:6]1[CH:10]([C:11]2[CH:16]=[CH:15][C:14]([NH:17][C:18](=[O:39])[CH2:19][C:20]3[CH:25]=[CH:24][C:23]([NH:26][C:27]([NH:29][C:30]4[CH:35]=[CH:34][CH:33]=[CH:32][C:31]=4[CH3:36])=[O:28])=[C:22]([O:37][CH3:38])[CH:21]=3)=[CH:13][CH:12]=2)[CH2:9][N:8]([C:40](=[O:48])[CH2:41][CH2:42][C:43]([O:45]CC)=[O:44])[CH2:7]1)=[O:5])C.[OH-].[Na+]. Product: [C:43]([CH2:42][CH2:41][C:40]([N:8]1[CH2:9][CH:10]([C:11]2[CH:16]=[CH:15][C:14]([NH:17][C:18](=[O:39])[CH2:19][C:20]3[CH:25]=[CH:24][C:23]([NH:26][C:27]([NH:29][C:30]4[CH:35]=[CH:34][CH:33]=[CH:32][C:31]=4[CH3:36])=[O:28])=[C:22]([O:37][CH3:38])[CH:21]=3)=[CH:13][CH:12]=2)[CH:6]([C:4]([OH:5])=[O:3])[CH2:7]1)=[O:48])([OH:45])=[O:44]. The catalyst class is: 8. (3) Reactant: O[CH2:2][CH2:3][N:4]([CH2:6][C:7]1[C:15]([OH:16])=[CH:14][CH:13]=[C:12]2[C:8]=1[CH:9]=[CH:10][NH:11]2)[CH3:5].N(C(N(C)C)=O)=NC(N(C)C)=O.C1(P(C2C=CC=CC=2)C2C=CC=CC=2)C=CC=CC=1. Product: [CH3:5][N:4]1[CH2:6][C:7]2=[C:8]3[C:12](=[CH:13][CH:14]=[C:15]2[O:16][CH2:2][CH2:3]1)[NH:11][CH:10]=[CH:9]3. The catalyst class is: 1. (4) Reactant: [N:1]1[CH:6]=[CH:5][CH:4]=[C:3]([NH:7][C@H:8]2[CH2:12][CH2:11][N:10]([C:13]3[CH:25]=[CH:24][C:16]([C:17]([O:19]C(C)(C)C)=O)=[CH:15][CH:14]=3)[CH2:9]2)[CH:2]=1.FC(F)(F)C(O)=O.CCN(CC)CC.F[P-](F)(F)(F)(F)F.[N:47]1(O[P+](N(C)C)(N(C)C)N(C)C)[C:51]2[CH:52]=[CH:53][CH:54]=[CH:55][C:50]=2[N:49]=N1. Product: [NH2:47][C:51]1[CH:52]=[CH:53][CH:54]=[CH:55][C:50]=1[NH:49][C:17](=[O:19])[C:16]1[CH:15]=[CH:14][C:13]([N:10]2[CH2:11][CH2:12][C@H:8]([NH:7][C:3]3[CH:2]=[N:1][CH:6]=[CH:5][CH:4]=3)[CH2:9]2)=[CH:25][CH:24]=1. The catalyst class is: 59. (5) Reactant: P(OCC)(OCC)([O:3][C:4]1([CH:8]2[CH2:10][CH2:9]2)[CH2:7][NH:6][CH2:5]1)=O.[CH3:17][C:18]1[NH:22][N:21]=[C:20]([NH:23][C:24]2[CH:29]=[C:28](Cl)[N:27]=[C:26]([S:31][C:32]3[CH:37]=[CH:36][C:35]([NH:38][C:39]([CH:41]4[CH2:43][CH2:42]4)=[O:40])=[CH:34][CH:33]=3)[N:25]=2)[CH:19]=1.[CH3:44]CN(C(C)C)C(C)C. Product: [CH3:17][C:18]1[NH:22][N:21]=[C:20]([NH:23][C:24]2[CH:29]=[C:28]([N:6]3[CH2:5][C:4]([CH:8]4[CH2:9][CH2:10]4)([O:3][CH3:44])[CH2:7]3)[N:27]=[C:26]([S:31][C:32]3[CH:37]=[CH:36][C:35]([NH:38][C:39]([CH:41]4[CH2:43][CH2:42]4)=[O:40])=[CH:34][CH:33]=3)[N:25]=2)[CH:19]=1. The catalyst class is: 5. (6) Reactant: [CH3:1][C:2]1O[C:4](=[O:12])[C:5]2[CH:11]=[CH:10][CH:9]=[CH:8][C:6]=2[N:7]=1.[Br:13][C:14]1[C:15]([CH3:21])=[C:16]([CH:18]=[CH:19][CH:20]=1)[NH2:17].C(OC(OCC)OCC)C. The catalyst class is: 76. Product: [Br:13][C:14]1[C:15]([CH3:21])=[C:16]([N:17]2[C:4](=[O:12])[C:5]3[C:6](=[CH:8][CH:9]=[CH:10][CH:11]=3)[N:7]=[C:2]2[CH3:1])[CH:18]=[CH:19][CH:20]=1. (7) Reactant: [Cl:1][C:2]1[CH:3]=[CH:4][C:5]([N+:12]([O-:14])=O)=[C:6]([NH:8][C:9]([NH2:11])=[O:10])[CH:7]=1.[OH-].[Na+]. Product: [Cl:1][C:2]1[CH:3]=[CH:4][C:5]2[N+:12]([O-:14])=[N:11][C:9](=[O:10])[NH:8][C:6]=2[CH:7]=1. The catalyst class is: 6.